Dataset: Forward reaction prediction with 1.9M reactions from USPTO patents (1976-2016). Task: Predict the product of the given reaction. (1) Given the reactants Br[C:2]1[CH:23]=[CH:22][C:5]2[C:6]3[N:10]([CH2:11][CH2:12][O:13][C:4]=2[CH:3]=1)[CH:9]=[C:8]([C:14]1[N:15]([CH:19]([CH3:21])[CH3:20])[N:16]=[CH:17][N:18]=1)[N:7]=3.[CH3:24][C:25]([OH:42])([CH3:41])[CH2:26][N:27]1[CH:31]=[C:30](B2OC(C)(C)C(C)(C)O2)[CH:29]=[N:28]1.C(=O)([O-])[O-].[Cs+].[Cs+].ClCCl, predict the reaction product. The product is: [CH:19]([N:15]1[C:14]([C:8]2[N:7]=[C:6]3[C:5]4[CH:22]=[CH:23][C:2]([C:30]5[CH:29]=[N:28][N:27]([CH2:26][C:25]([CH3:41])([OH:42])[CH3:24])[CH:31]=5)=[CH:3][C:4]=4[O:13][CH2:12][CH2:11][N:10]3[CH:9]=2)=[N:18][CH:17]=[N:16]1)([CH3:21])[CH3:20]. (2) Given the reactants [Cl:1][C:2]1[CH:12]=[C:11]([NH:13][C:14]2[CH:19]=[CH:18][C:17]([C:20]([N:22]3[CH2:27][CH2:26][O:25][CH2:24][CH2:23]3)=[O:21])=[CH:16][CH:15]=2)[C:5]([C:6]([O:8]CC)=[O:7])=[CH:4][N:3]=1.[OH-].[Na+], predict the reaction product. The product is: [Cl:1][C:2]1[CH:12]=[C:11]([NH:13][C:14]2[CH:19]=[CH:18][C:17]([C:20]([N:22]3[CH2:27][CH2:26][O:25][CH2:24][CH2:23]3)=[O:21])=[CH:16][CH:15]=2)[C:5]([C:6]([OH:8])=[O:7])=[CH:4][N:3]=1. (3) Given the reactants ClC1N=[C:6]([N:8]2C=CC(C(F)(F)F)=N2)[C:5]([C:17]2[CH:18]=[C:19]([C:23](OCC)=O)[CH:20]=[N:21][CH:22]=2)=CN=1.Cl[C:29]1[N:34]=[C:33]([N:35]2[C:39]([CH3:40])=[CH:38][C:37]([C:41]([F:44])([F:43])[F:42])=[N:36]2)[C:32]([C:45]2[CH:46]=[C:47]([C:51]([O:53][CH2:54][CH3:55])=[O:52])[CH:48]=[N:49][CH:50]=2)=[CH:31][N:30]=1.NC1C=C(C=C(C)C=1)C#N.C1(P(C2CCCCC2)C2C=CC=CC=2C2C(C(C)C)=CC(C(C)C)=CC=2C(C)C)CCCCC1.[Na], predict the reaction product. The product is: [C:20]([C:19]1[CH:23]=[C:6]([NH:8][C:29]2[N:34]=[C:33]([N:35]3[C:39]([CH3:40])=[CH:38][C:37]([C:41]([F:44])([F:43])[F:42])=[N:36]3)[C:32]([C:45]3[CH:46]=[C:47]([C:51]([O:53][CH2:54][CH3:55])=[O:52])[CH:48]=[N:49][CH:50]=3)=[CH:31][N:30]=2)[CH:5]=[C:17]([CH3:22])[CH:18]=1)#[N:21]. (4) Given the reactants C(OC([NH:8][C:9]1[O:17][C:16]2[C:11](=[N:12][CH:13]=[C:14]([CH2:18][N:19]3[CH2:23][CH2:22][C@H:21]([F:24])[CH2:20]3)[CH:15]=2)[C:10]=1[C:25]([NH:27][C:28]1[CH:29]=[N:30][CH:31]=[CH:32][C:33]=1[N:34]1[CH2:39][C@H:38]([C:40]([F:43])([F:42])[F:41])[CH2:37][C@H:36]([NH:44]C(=O)OC(C)(C)C)[CH2:35]1)=[O:26])=O)(C)(C)C.Cl.O1CCOCC1, predict the reaction product. The product is: [NH2:8][C:9]1[O:17][C:16]2[C:11](=[N:12][CH:13]=[C:14]([CH2:18][N:19]3[CH2:23][CH2:22][C@H:21]([F:24])[CH2:20]3)[CH:15]=2)[C:10]=1[C:25]([NH:27][C:28]1[CH:29]=[N:30][CH:31]=[CH:32][C:33]=1[N:34]1[CH2:39][C@H:38]([C:40]([F:42])([F:43])[F:41])[CH2:37][C@H:36]([NH2:44])[CH2:35]1)=[O:26]. (5) Given the reactants Br[C:2]1[CH:3]=[CH:4][C:5]([C:8]2[NH:9][C:10]([C:13]([F:16])([F:15])[F:14])=[CH:11][N:12]=2)=[N:6][CH:7]=1.[C:17]([C:19]1[CH:20]=[C:21]([CH:43]=[CH:44][C:45]=1[CH3:46])[C:22]([NH:24][C:25]1[CH:30]=[CH:29][C:28]([CH2:31][N:32]2[CH2:37][CH2:36][N:35]([CH3:38])[CH2:34][CH2:33]2)=[C:27]([C:39]([F:42])([F:41])[F:40])[CH:26]=1)=[O:23])#[CH:18], predict the reaction product. The product is: [CH3:46][C:45]1[CH:44]=[CH:43][C:21]([C:22]([NH:24][C:25]2[CH:30]=[CH:29][C:28]([CH2:31][N:32]3[CH2:37][CH2:36][N:35]([CH3:38])[CH2:34][CH2:33]3)=[C:27]([C:39]([F:40])([F:42])[F:41])[CH:26]=2)=[O:23])=[CH:20][C:19]=1[C:17]#[C:18][C:2]1[CH:3]=[CH:4][C:5]([C:8]2[NH:9][C:10]([C:13]([F:16])([F:15])[F:14])=[CH:11][N:12]=2)=[N:6][CH:7]=1. (6) Given the reactants C1(O[C:8](=[O:25])[NH:9][CH:10]2[CH2:15][CH2:14][C:13]([N:22]([CH3:24])[CH3:23])([C:16]3[CH:21]=[CH:20][CH:19]=[CH:18][CH:17]=3)[CH2:12][CH2:11]2)C=CC=CC=1.[CH3:26][O:27][C:28]1[CH:29]=[C:30]2[C:34](=[CH:35][CH:36]=1)[NH:33][CH:32]=[C:31]2[CH:37]1[CH2:42][CH2:41][NH:40][CH2:39][CH2:38]1, predict the reaction product. The product is: [CH3:24][N:22]([CH3:23])[C:13]1([C:16]2[CH:17]=[CH:18][CH:19]=[CH:20][CH:21]=2)[CH2:12][CH2:11][CH:10]([NH:9][C:8]([N:40]2[CH2:41][CH2:42][CH:37]([C:31]3[C:30]4[C:34](=[CH:35][CH:36]=[C:28]([O:27][CH3:26])[CH:29]=4)[NH:33][CH:32]=3)[CH2:38][CH2:39]2)=[O:25])[CH2:15][CH2:14]1.